From a dataset of HIV replication inhibition screening data with 41,000+ compounds from the AIDS Antiviral Screen. Binary Classification. Given a drug SMILES string, predict its activity (active/inactive) in a high-throughput screening assay against a specified biological target. (1) The compound is COc1ccc(C(=O)OC2C3C=COC(OC4OC(CO)C(O)C(O)C4O)C3C3(CO)OC23)cc1O. The result is 0 (inactive). (2) The molecule is Cc1cc(NS(=O)(=O)c2ccc(N=[N+]([O-])c3ccc(S(=O)(=O)Nc4cc(C)on4)cc3)cc2)no1. The result is 0 (inactive). (3) The compound is CN1C(=O)CC2CCC(=O)N2c2cccnc21. The result is 0 (inactive). (4) The drug is COC(=O)C1C(=O)C(C(=O)OC)C2(C)C(C(=O)OC)C(=O)C(C(=O)OC)C12. The result is 0 (inactive). (5) The molecule is CCOC(=O)c1oc2c(OC)ccc3c2c1CCC3. The result is 0 (inactive). (6) The drug is c1ccc2oc(-c3ccc(-c4nc5ccccc5o4)c4c3CC4)nc2c1. The result is 0 (inactive).